From a dataset of Forward reaction prediction with 1.9M reactions from USPTO patents (1976-2016). Predict the product of the given reaction. (1) Given the reactants [CH2:1]([O:3][C:4](=[O:23])[CH2:5][C:6]1[CH:11]=[C:10]([O:12][Si](C(C)(C)C)(C)C)[CH:9]=[CH:8][C:7]=1[CH:20]1[CH2:22][CH2:21]1)[CH3:2].O, predict the reaction product. The product is: [CH2:1]([O:3][C:4](=[O:23])[CH2:5][C:6]1[CH:11]=[C:10]([OH:12])[CH:9]=[CH:8][C:7]=1[CH:20]1[CH2:22][CH2:21]1)[CH3:2]. (2) Given the reactants [C:1]1([C:7]2[CH:8]=[N:9][C:10]([N:13]3[CH2:18][CH2:17][CH:16]([C:19]4[C:28]([CH:29]([F:40])[C:30]5[CH:35]=[CH:34][C:33]([C:36]([F:39])([F:38])[F:37])=[CH:32][CH:31]=5)=[C:27]([CH:41]5[CH2:46][CH2:45][C:44]([F:48])([F:47])[CH2:43][CH2:42]5)[C:26]5[CH:25]([O:49]CC6C=CC(OC)=CC=6)[CH2:24][C:23]([CH3:60])([CH3:59])[CH2:22][C:21]=5[N:20]=4)[CH2:15][CH2:14]3)=[N:11][CH:12]=2)[CH2:6][CH2:5][CH2:4][CH2:3][CH:2]=1.Cl.C(=O)([O-])O.[Na+], predict the reaction product. The product is: [C:1]1([C:7]2[CH:12]=[N:11][C:10]([N:13]3[CH2:18][CH2:17][CH:16]([C:19]4[C:28]([CH:29]([F:40])[C:30]5[CH:35]=[CH:34][C:33]([C:36]([F:37])([F:38])[F:39])=[CH:32][CH:31]=5)=[C:27]([CH:41]5[CH2:46][CH2:45][C:44]([F:47])([F:48])[CH2:43][CH2:42]5)[C:26]5[CH:25]([OH:49])[CH2:24][C:23]([CH3:60])([CH3:59])[CH2:22][C:21]=5[N:20]=4)[CH2:15][CH2:14]3)=[N:9][CH:8]=2)[CH2:6][CH2:5][CH2:4][CH2:3][CH:2]=1. (3) The product is: [C:17]1([CH3:27])[CH:18]=[CH:19][C:20]([S:23]([OH:26])(=[O:24])=[O:25])=[CH:21][CH:22]=1.[CH3:1][N:2]([CH3:15])[C@H:3]([CH3:14])[CH2:4][O:5][C:6]1[CH:7]=[C:8]([Br:13])[C:9]([Cl:12])=[N:10][CH:11]=1. Given the reactants [CH3:1][N:2]([CH3:15])[C@H:3]([CH3:14])[CH2:4][O:5][C:6]1[CH:7]=[C:8]([Br:13])[C:9]([Cl:12])=[N:10][CH:11]=1.O.[C:17]1([CH3:27])[CH:22]=[CH:21][C:20]([S:23]([OH:26])(=[O:25])=[O:24])=[CH:19][CH:18]=1.C(OCC)C, predict the reaction product. (4) The product is: [Br:1][C:2]1[CH:12]=[N:11][C:5]2=[C:6]([Cl:15])[N:7]=[N:8][CH:9]=[C:4]2[CH:3]=1. Given the reactants [Br:1][C:2]1[CH:12]=[N:11][C:5]2[C:6](=O)[NH:7][N:8]=[CH:9][C:4]=2[CH:3]=1.P(Cl)(Cl)([Cl:15])=O, predict the reaction product. (5) Given the reactants [I:1][C:2]1[CH:10]=[CH:9][C:5]([C:6](O)=[O:7])=[C:4]([NH:11][S:12]([C:15]2[C:16]3[N:17]=[CH:18][CH:19]=[N:20][C:21]=3[CH:22]=[CH:23][CH:24]=2)(=[O:14])=[O:13])[CH:3]=1.Cl.[Cl:26][C:27]1[CH:28]=[C:29]([CH:34]([CH3:37])[CH2:35][NH2:36])[CH:30]=[CH:31][C:32]=1[Cl:33], predict the reaction product. The product is: [Cl:26][C:27]1[CH:28]=[C:29]([CH:34]([CH3:37])[CH2:35][NH:36][C:6](=[O:7])[C:5]2[CH:9]=[CH:10][C:2]([I:1])=[CH:3][C:4]=2[NH:11][S:12]([C:15]2[C:16]3[N:17]=[CH:18][CH:19]=[N:20][C:21]=3[CH:22]=[CH:23][CH:24]=2)(=[O:13])=[O:14])[CH:30]=[CH:31][C:32]=1[Cl:33]. (6) Given the reactants C(N(CC)CC)C.[C:16](O[C:16]([O:18][C:19]([CH3:22])([CH3:21])[CH3:20])=[O:17])([O:18][C:19]([CH3:22])([CH3:21])[CH3:20])=[O:17].[Br:23][C:24]1[CH:29]=[CH:28][C:27]([CH2:30][CH:31]([NH:43][C:44](=[O:53])[O:45][CH2:46][C:47]2[CH:52]=[CH:51][CH:50]=[CH:49][CH:48]=2)[C:32]2[NH:33][CH:34]=[C:35]([CH2:37][C:38]([CH3:42])([CH3:41])[CH2:39][CH3:40])[N:36]=2)=[CH:26][CH:25]=1, predict the reaction product. The product is: [CH2:46]([O:45][C:44]([NH:43][CH:31]([C:32]1[N:33]([C:16]([O:18][C:19]([CH3:20])([CH3:21])[CH3:22])=[O:17])[CH:34]=[C:35]([CH2:37][C:38]([CH3:41])([CH3:42])[CH2:39][CH3:40])[N:36]=1)[CH2:30][C:27]1[CH:28]=[CH:29][C:24]([Br:23])=[CH:25][CH:26]=1)=[O:53])[C:47]1[CH:48]=[CH:49][CH:50]=[CH:51][CH:52]=1. (7) Given the reactants [N+:1]([C:4]1[CH:5]=[C:6]([C:17]2[CH:22]=[CH:21][C:20]([C:23]([N:25]3[CH2:29][CH2:28][CH2:27][CH2:26]3)=[O:24])=[CH:19][CH:18]=2)[CH:7]=[CH:8][C:9]=1[CH2:10][NH:11][C:12]1([C:15]#[N:16])[CH2:14][CH2:13]1)([O-:3])=[O:2].N1C=CC=CC=1.Cl[C:37]([O:39][CH2:40][CH3:41])=[O:38], predict the reaction product. The product is: [C:15]([C:12]1([N:11]([CH2:10][C:9]2[CH:8]=[CH:7][C:6]([C:17]3[CH:22]=[CH:21][C:20]([C:23]([N:25]4[CH2:29][CH2:28][CH2:27][CH2:26]4)=[O:24])=[CH:19][CH:18]=3)=[CH:5][C:4]=2[N+:1]([O-:3])=[O:2])[C:37](=[O:38])[O:39][CH2:40][CH3:41])[CH2:13][CH2:14]1)#[N:16]. (8) Given the reactants [NH2:1][C:2]1[CH:7]=[CH:6][C:5]([N:8]2[C:14](=[O:15])[CH2:13][C:12](=[O:16])[NH:11][C:10]3[C:17]4[C:22]([CH:23]=[CH:24][C:9]2=3)=[CH:21][CH:20]=[CH:19][CH:18]=4)=[CH:4][CH:3]=1.[Br:25][C:26]1[CH:27]=[C:28]([CH2:32][S:33](Cl)(=[O:35])=[O:34])[CH:29]=[CH:30][CH:31]=1, predict the reaction product. The product is: [Br:25][C:26]1[CH:27]=[C:28]([CH2:32][S:33]([NH:1][C:2]2[CH:7]=[CH:6][C:5]([N:8]3[C:14](=[O:15])[CH2:13][C:12](=[O:16])[NH:11][C:10]4[C:17]5[C:22]([CH:23]=[CH:24][C:9]3=4)=[CH:21][CH:20]=[CH:19][CH:18]=5)=[CH:4][CH:3]=2)(=[O:35])=[O:34])[CH:29]=[CH:30][CH:31]=1.